From a dataset of Reaction yield outcomes from USPTO patents with 853,638 reactions. Predict the reaction yield, written as a fraction of the theoretical maximum amount of product (1.0 means a 100% yield; for example, 0.34 means a 34% yield). (1) The reactants are [C:1]([C:3]1[CH:4]=[CH:5][C:6]([F:11])=[C:7]([CH:10]=1)[CH:8]=[O:9])#[N:2].OO.Cl([O-])=[O:15].[Na+]. The catalyst is O.C(#N)C. The product is [C:1]([C:3]1[CH:4]=[CH:5][C:6]([F:11])=[C:7]([CH:10]=1)[C:8]([OH:15])=[O:9])#[N:2]. The yield is 0.900. (2) The reactants are Cl[C:2]1[CH:3]=[CH:4][C:5]([N+:13]([O-:15])=[O:14])=[C:6]([CH:8]2[O:12][CH2:11][CH2:10][O:9]2)[CH:7]=1.ClCCl.[NH:19]1[CH2:24][CH2:23][O:22][CH2:21][CH2:20]1. No catalyst specified. The product is [O:9]1[CH2:10][CH2:11][O:12][CH:8]1[C:6]1[CH:7]=[C:2]([N:19]2[CH2:24][CH2:23][O:22][CH2:21][CH2:20]2)[CH:3]=[CH:4][C:5]=1[N+:13]([O-:15])=[O:14]. The yield is 0.971.